Dataset: Reaction yield outcomes from USPTO patents with 853,638 reactions. Task: Predict the reaction yield, written as a fraction of the theoretical maximum amount of product (1.0 means a 100% yield; for example, 0.34 means a 34% yield). (1) The reactants are [CH:1]([C:13]([O:15]CC)=O)([C:8](OCC)=[O:9])[CH2:2][C:3]([O:5][CH2:6]C)=[O:4].C[O-].[Na+].Cl.[CH:22]([NH2:24])=[NH:23].Cl. The catalyst is CO. The product is [OH:15][C:13]1[C:1]([CH2:2][C:3]([O:5][CH3:6])=[O:4])=[C:8]([OH:9])[N:24]=[CH:22][N:23]=1. The yield is 1.000. (2) The reactants are [N:1]1[CH:6]=[CH:5][CH:4]=[C:3](/[CH:7]=[CH:8]/[C:9]2[C:17]3[C:12](=[CH:13][C:14]([C:18]#N)=[CH:15][CH:16]=3)[NH:11][N:10]=2)[CH:2]=1.CC(O)=[O:22].CN(C=O)C.[PH2]([O-])=O.[Na+]. The catalyst is N1C=CC=CC=1.O.[Ni]. The product is [N:1]1[CH:6]=[CH:5][CH:4]=[C:3](/[CH:7]=[CH:8]/[C:9]2[C:17]3[C:12](=[CH:13][C:14]([CH:18]=[O:22])=[CH:15][CH:16]=3)[NH:11][N:10]=2)[CH:2]=1. The yield is 0.500. (3) The reactants are [Cl:1][C:2]1[CH:3]=[C:4]([NH:9][C:10]2[C:19]3[C:14](=[CH:15][C:16]([O:21][CH3:22])=[C:17]([OH:20])[CH:18]=3)[N:13]=[CH:12][N:11]=2)[CH:5]=[CH:6][C:7]=1[F:8].C([O-])([O-])=O.[K+].[K+].Cl[CH2:30][CH2:31][CH2:32][N:33]1[CH2:38][C@H:37]2[C@:35]([OH:39])([CH2:36]2)[CH2:34]1. The catalyst is CN(C=O)C. The product is [Cl:1][C:2]1[CH:3]=[C:4]([NH:9][C:10]2[C:19]3[C:14](=[CH:15][C:16]([O:21][CH3:22])=[C:17]([O:20][CH2:30][CH2:31][CH2:32][N:33]4[CH2:38][C@H:37]5[C@:35]([OH:39])([CH2:36]5)[CH2:34]4)[CH:18]=3)[N:13]=[CH:12][N:11]=2)[CH:5]=[CH:6][C:7]=1[F:8]. The yield is 0.467. (4) The reactants are [NH2:1][C:2]1[CH:29]=[CH:28][C:5]([C:6]([NH:8][C:9]2[S:13][C:12]([NH:14][C:15]3[CH:24]=[CH:23][C:22]4[C:17](=[CH:18][CH:19]=[CH:20][CH:21]=4)[CH:16]=3)=[N:11][C:10]=2[C:25]([NH2:27])=[O:26])=[O:7])=[CH:4][CH:3]=1.CCN(CC)CC.[C:37]([O:40][CH2:41][C:42](Cl)=[O:43])(=[O:39])[CH3:38]. The catalyst is C1COCC1. The product is [C:37]([O:40][CH2:41][C:42]([NH:1][C:2]1[CH:29]=[CH:28][C:5]([C:6]([NH:8][C:9]2[S:13][C:12]([NH:14][C:15]3[CH:24]=[CH:23][C:22]4[C:17](=[CH:18][CH:19]=[CH:20][CH:21]=4)[CH:16]=3)=[N:11][C:10]=2[C:25]([NH2:27])=[O:26])=[O:7])=[CH:4][CH:3]=1)=[O:43])(=[O:39])[CH3:38]. The yield is 0.800.